From a dataset of Catalyst prediction with 721,799 reactions and 888 catalyst types from USPTO. Predict which catalyst facilitates the given reaction. (1) Reactant: [CH3:1][C:2]1[CH:3]=[C:4]([CH:27]=[CH:28][CH:29]=1)[C:5]([NH:7][C:8]1[CH:9]=[C:10]([C@@H:14]([NH:16][C:17]2[N:22]=[C:21]([C:23]([O:25]C)=O)[CH:20]=[N:19][CH:18]=2)[CH3:15])[CH:11]=[CH:12][CH:13]=1)=[O:6].[NH3:30]. Product: [CH3:1][C:2]1[CH:3]=[C:4]([CH:27]=[CH:28][CH:29]=1)[C:5]([NH:7][C:8]1[CH:9]=[C:10]([C@@H:14]([NH:16][C:17]2[N:22]=[C:21]([C:23]([NH2:30])=[O:25])[CH:20]=[N:19][CH:18]=2)[CH3:15])[CH:11]=[CH:12][CH:13]=1)=[O:6]. The catalyst class is: 155. (2) Reactant: [Cl:1][C:2]1[CH:7]=[CH:6][C:5]([C:8](=[NH:20])[NH:9][C:10]2[CH:15]=[CH:14][C:13]([S:16]([CH3:19])(=[O:18])=[O:17])=[CH:12][CH:11]=2)=[CH:4][CH:3]=1.C(=O)(O)[O-].[Na+].[F:26][C:27]([F:40])([F:39])[O:28][C:29]1[CH:38]=[CH:37][C:32]([C:33](=O)[CH2:34]Br)=[CH:31][CH:30]=1. Product: [Cl:1][C:2]1[CH:3]=[CH:4][C:5]([C:8]2[N:9]([C:10]3[CH:15]=[CH:14][C:13]([S:16]([CH3:19])(=[O:17])=[O:18])=[CH:12][CH:11]=3)[CH:34]=[C:33]([C:32]3[CH:31]=[CH:30][C:29]([O:28][C:27]([F:26])([F:39])[F:40])=[CH:38][CH:37]=3)[N:20]=2)=[CH:6][CH:7]=1. The catalyst class is: 32.